Dataset: TCR-epitope binding with 47,182 pairs between 192 epitopes and 23,139 TCRs. Task: Binary Classification. Given a T-cell receptor sequence (or CDR3 region) and an epitope sequence, predict whether binding occurs between them. (1) The epitope is FTYASALWEI. The TCR CDR3 sequence is CASSNSDGRRYGHEQFF. Result: 0 (the TCR does not bind to the epitope). (2) The epitope is GTSGSPIVNR. The TCR CDR3 sequence is CASSSGVNTGELFF. Result: 1 (the TCR binds to the epitope). (3) The epitope is LLQTGIHVRVSQPSL. The TCR CDR3 sequence is CASSLYDRGNYGYTF. Result: 1 (the TCR binds to the epitope). (4) The epitope is SLVKPSFYV. The TCR CDR3 sequence is CASSLGGYEQFF. Result: 1 (the TCR binds to the epitope).